Dataset: Reaction yield outcomes from USPTO patents with 853,638 reactions. Task: Predict the reaction yield, written as a fraction of the theoretical maximum amount of product (1.0 means a 100% yield; for example, 0.34 means a 34% yield). (1) The reactants are [Br:1][C:2]1[CH:3]=[C:4]([NH2:13])[CH:5]=[C:6]([N:8]2[CH:12]=[CH:11][CH:10]=[N:9]2)[CH:7]=1.[C:14]([N:22]=[C:23]=[S:24])(=[O:21])[C:15]1[CH:20]=[CH:19][CH:18]=[CH:17][CH:16]=1. The catalyst is CC(C)=O. The product is [C:14]([NH:22][C:23]([NH:13][C:4]1[CH:5]=[C:6]([N:8]2[CH:12]=[CH:11][CH:10]=[N:9]2)[CH:7]=[C:2]([Br:1])[CH:3]=1)=[S:24])(=[O:21])[C:15]1[CH:20]=[CH:19][CH:18]=[CH:17][CH:16]=1. The yield is 0.890. (2) The reactants are Cl[C:2]1[C:7]([Cl:8])=[CH:6][C:5]([C:9]([F:12])([F:11])[F:10])=[CH:4][N:3]=1.[NH:13]1[CH2:16][CH:15]([NH:17][C:18](=[O:24])[O:19][C:20]([CH3:23])([CH3:22])[CH3:21])[CH2:14]1.C([O-])([O-])=O.[K+].[K+]. The catalyst is CN(C=O)C. The product is [Cl:8][C:7]1[C:2]([N:13]2[CH2:16][CH:15]([NH:17][C:18](=[O:24])[O:19][C:20]([CH3:22])([CH3:21])[CH3:23])[CH2:14]2)=[N:3][CH:4]=[C:5]([C:9]([F:12])([F:11])[F:10])[CH:6]=1. The yield is 0.348. (3) The reactants are [NH2:1][C:2]1[N:7]=[C:6]([NH:8][C:9]2[CH:10]=[CH:11][C:12]([NH:15]C(=O)C)=[N:13][CH:14]=2)[CH:5]=[C:4]([CH3:19])[N:3]=1.Cl.O. The catalyst is O1CCOCC1.CO. The product is [NH2:15][C:12]1[N:13]=[CH:14][C:9]([NH:8][C:6]2[CH:5]=[C:4]([CH3:19])[N:3]=[C:2]([NH2:1])[N:7]=2)=[CH:10][CH:11]=1. The yield is 0.990. (4) The reactants are [Cl:1][C:2]1[C:3]([F:12])=[C:4]([C:7]([O:10]C)=[CH:8][CH:9]=1)[CH:5]=[O:6].B(Br)(Br)Br. The catalyst is ClCCl. The product is [Cl:1][C:2]1[C:3]([F:12])=[C:4]([C:7]([OH:10])=[CH:8][CH:9]=1)[CH:5]=[O:6]. The yield is 0.220. (5) The reactants are [C:1]1(=[O:11])[NH:5][C:4](=[O:6])[C:3]2=[CH:7][CH:8]=[CH:9][CH:10]=[C:2]12.[K].Br[CH:14]1[CH2:19][CH2:18][CH2:17][CH:16]=[CH:15]1. The catalyst is CN(C=O)C. The product is [CH:18]1([N:5]2[C:1](=[O:11])[C:2]3[C:3](=[CH:7][CH:8]=[CH:9][CH:10]=3)[C:4]2=[O:6])[CH2:17][CH2:16][CH:15]=[CH:14][CH2:19]1. The yield is 0.720. (6) The catalyst is ClCCl. The reactants are [CH3:1][N:2]1[C:6]2[CH:7]=[C:8]([O:11][C:12]3[CH:17]=[CH:16][CH:15]=[C:14]([CH3:18])[CH:13]=3)[CH:9]=[CH:10][C:5]=2[N:4]=[C:3]1[CH2:19][OH:20].O[C:22]1[CH:23]=[C:24]([CH:29]=[CH:30][CH:31]=1)[C:25]([O:27][CH3:28])=[O:26].C(P(CCCC)CCCC)CCC.N(C(N1CCCCC1)=O)=NC(N1CCCCC1)=O. The yield is 0.850. The product is [CH3:1][N:2]1[C:6]2[CH:7]=[C:8]([O:11][C:12]3[CH:17]=[CH:16][CH:15]=[C:14]([CH3:18])[CH:13]=3)[CH:9]=[CH:10][C:5]=2[N:4]=[C:3]1[CH2:19][O:20][C:22]1[CH:23]=[C:24]([CH:29]=[CH:30][CH:31]=1)[C:25]([O:27][CH3:28])=[O:26]. (7) The reactants are [CH2:1]([O:3][C:4]([C:6]1[C:7]([CH2:11][OH:12])=[N:8][NH:9][CH:10]=1)=[O:5])[CH3:2]. The catalyst is CCOC(C)=O. The product is [CH2:1]([O:3][C:4]([C:6]1[C:7]([CH:11]=[O:12])=[N:8][NH:9][CH:10]=1)=[O:5])[CH3:2]. The yield is 0.450.